Task: Predict the product of the given reaction.. Dataset: Forward reaction prediction with 1.9M reactions from USPTO patents (1976-2016) (1) Given the reactants [CH3:1][N:2]1[CH2:7][CH2:6][CH:5]([O:8][C:9]2[CH:14]=[CH:13][C:12]([N+:15]([O-])=O)=[CH:11][N:10]=2)[CH2:4][CH2:3]1.[H][H], predict the reaction product. The product is: [CH3:1][N:2]1[CH2:3][CH2:4][CH:5]([O:8][C:9]2[N:10]=[CH:11][C:12]([NH2:15])=[CH:13][CH:14]=2)[CH2:6][CH2:7]1. (2) The product is: [CH:24]([S:23][C:18]1[CH:19]=[CH:20][CH:21]=[CH:22][C:17]=1[C:16]([NH:15][C:6]1([C:4]([OH:5])=[O:3])[CH2:14][C:13]2[C:8](=[CH:9][CH:10]=[CH:11][CH:12]=2)[CH2:7]1)=[O:27])([CH3:26])[CH3:25]. Given the reactants C([O:3][C:4]([C:6]1([NH:15][C:16](=[O:27])[C:17]2[CH:22]=[CH:21][CH:20]=[CH:19][C:18]=2[S:23][CH:24]([CH3:26])[CH3:25])[CH2:14][C:13]2[C:8](=[CH:9][CH:10]=[CH:11][CH:12]=2)[CH2:7]1)=[O:5])C.O1CCOCC1.CO.O, predict the reaction product. (3) Given the reactants [H-].[Na+].Cl[CH2:4][C@H:5]1[CH2:9][CH2:8][C@@H:7]([CH2:10]Cl)[N:6]1[C:12]1[CH:17]=[CH:16][CH:15]=[CH:14][C:13]=1[O:18][CH3:19].[CH3:20][O:21][C:22]1[CH:23]=[C:24]([CH2:28][C:29]#[N:30])[CH:25]=[CH:26][CH:27]=1.O, predict the reaction product. The product is: [CH3:19][O:18][C:13]1[CH:14]=[CH:15][CH:16]=[CH:17][C:12]=1[N:6]1[CH:7]2[CH2:8][CH2:9][CH:5]1[CH2:4][C:28]([C:24]1[CH:25]=[CH:26][CH:27]=[C:22]([O:21][CH3:20])[CH:23]=1)([C:29]#[N:30])[CH2:10]2. (4) Given the reactants C([O:3][C:4](=[O:31])[CH2:5][S:6][C:7]1[S:11][C:10]([NH:12][C:13]([N:15](CC2CCCC2)[C:16]2[CH:21]=[CH:20][C:19]([O:22][CH3:23])=[C:18]([F:24])[CH:17]=2)=[O:14])=[N:9][CH:8]=1)C.[CH:32]1(N(C2C=CC(S(C)(=O)=O)=CC=2)C(=O)N(C)C2SC=C(CC(O)=O)N=2)[CH2:36][CH2:35][CH2:34][CH2:33]1.[CH:61]1(CNC2C=CC(OC)=C(F)C=2)CCCC1.C(OC(=O)CSC1SC(N)=NC=1)C, predict the reaction product. The product is: [CH:32]1([N:15]([C:16]2[CH:21]=[CH:20][C:19]([O:22][CH3:23])=[C:18]([F:24])[CH:17]=2)[C:13](=[O:14])[N:12]([CH3:61])[C:10]2[S:11][C:7]([S:6][CH2:5][C:4]([OH:3])=[O:31])=[CH:8][N:9]=2)[CH2:36][CH2:35][CH2:34][CH2:33]1. (5) Given the reactants Br[C:2]1[CH:3]=[C:4]([N:11]2[CH2:16][CH2:15][O:14][CH2:13][C@H:12]2[CH3:17])[C:5]([O:8][CH2:9][CH3:10])=[N:6][CH:7]=1.[CH3:18][C:19]1[N:24]=[CH:23][C:22]([NH2:25])=[CH:21][C:20]=1B1OC(C)(C)C(C)(C)O1, predict the reaction product. The product is: [CH2:9]([O:8][C:5]1[N:6]=[CH:7][C:2]([C:20]2[C:19]([CH3:18])=[N:24][CH:23]=[C:22]([NH2:25])[CH:21]=2)=[CH:3][C:4]=1[N:11]1[CH2:16][CH2:15][O:14][CH2:13][C@H:12]1[CH3:17])[CH3:10]. (6) The product is: [F:1][C:2]1[CH:7]=[CH:6][CH:5]=[C:4]([F:8])[C:3]=1[N:9]1[C:14]2[N:15]=[C:16]([NH:28][CH2:29][CH2:30][N:31]([CH3:32])[CH3:33])[N:17]=[C:18]([C:19]3[CH:20]=[CH:21][CH:25]=[CH:26][C:27]=3[C:42]([NH:35][C:36]3[CH:41]=[CH:40][CH:39]=[CH:38][CH:37]=3)=[O:75])[C:13]=2[CH2:12][NH:11][C:10]1=[O:34]. Given the reactants [F:1][C:2]1[CH:7]=[CH:6][CH:5]=[C:4]([F:8])[C:3]=1[N:9]1[C:14]2[N:15]=[C:16]([NH:28][CH2:29][CH2:30][N:31]([CH3:33])[CH3:32])[N:17]=[C:18]([C:19]3[CH:20]=[C:21]([CH:25]=[CH:26][CH:27]=3)C(O)=O)[C:13]=2[CH2:12][NH:11][C:10]1=[O:34].[NH2:35][C:36]1[CH:41]=[CH:40][CH:39]=[CH:38][CH:37]=1.[CH3:42]N(C(ON1N=NC2C=CC=NC1=2)=[N+](C)C)C.F[P-](F)(F)(F)(F)F.C(N(C(C)C)CC)(C)C.[OH2:75], predict the reaction product. (7) The product is: [CH2:11]([OH:12])[C@H:9]([C@H:7]([C@@H:5]([C@@H:3]([CH2:2][OH:1])[OH:4])[OH:6])[OH:8])[OH:10].[C:11]([OH:12])(=[O:15])[CH:9]([CH3:7])[OH:10]. Given the reactants [OH:1][CH2:2][C:3]([C@H:5]([C@@H:7]([C@@H:9]([CH2:11][OH:12])[OH:10])[OH:8])[OH:6])=[O:4].C(O)(=[O:15])C, predict the reaction product. (8) Given the reactants [Cl:1][C:2]1[C:7]([NH:8][S:9]([CH2:12][CH2:13][CH3:14])(=[O:11])=[O:10])=[CH:6][CH:5]=[C:4]([F:15])[C:3]=1[C:16]1[CH:17]=[CH:18][C:19]2[C:20]3[C:28]([CH:29]4[CH2:31][CH2:30]4)=[N:27][N:26](C(OC(C)(C)C)=O)[C:21]=3[N:22]=[CH:23][C:24]=2[CH:25]=1.C(O)(C(F)(F)F)=O, predict the reaction product. The product is: [Cl:1][C:2]1[C:3]([C:16]2[CH:17]=[CH:18][C:19]3[C:20]4[C:28]([CH:29]5[CH2:31][CH2:30]5)=[N:27][NH:26][C:21]=4[N:22]=[CH:23][C:24]=3[CH:25]=2)=[C:4]([F:15])[CH:5]=[CH:6][C:7]=1[NH:8][S:9]([CH2:12][CH2:13][CH3:14])(=[O:10])=[O:11]. (9) Given the reactants [Cl:1][C:2]1[CH:3]=[CH:4][C:5]([CH2:8][O:9][C:10]2[CH:15]=[CH:14][N:13]([C:16]3[CH:21]=[CH:20][C:19]4[C:22]5[CH2:27][CH2:26][N:25](C(OC(C)(C)C)=O)[CH2:24][C:23]=5[S:35][C:18]=4[CH:17]=3)[C:12](=[O:36])[CH:11]=2)=[N:6][CH:7]=1.Cl, predict the reaction product. The product is: [ClH:1].[Cl:1][C:2]1[CH:3]=[CH:4][C:5]([CH2:8][O:9][C:10]2[CH:15]=[CH:14][N:13]([C:16]3[CH:21]=[CH:20][C:19]4[C:22]5[CH2:27][CH2:26][NH:25][CH2:24][C:23]=5[S:35][C:18]=4[CH:17]=3)[C:12](=[O:36])[CH:11]=2)=[N:6][CH:7]=1.